Dataset: Catalyst prediction with 721,799 reactions and 888 catalyst types from USPTO. Task: Predict which catalyst facilitates the given reaction. Reactant: [C:1]([Si:5]([CH3:8])([CH3:7])Cl)([CH3:4])([CH3:3])[CH3:2].[OH:9][C@@H:10]1[C:15](=[O:16])[CH:14]=[CH:13][C@@H:12]([O:17][CH2:18][C:19]2[CH:24]=[CH:23][C:22]([O:25][CH3:26])=[CH:21][CH:20]=2)[CH2:11]1.N1C=CN=C1. Product: [Si:5]([O:9][C@@H:10]1[C:15](=[O:16])[CH:14]=[CH:13][C@@H:12]([O:17][CH2:18][C:19]2[CH:20]=[CH:21][C:22]([O:25][CH3:26])=[CH:23][CH:24]=2)[CH2:11]1)([C:1]([CH3:4])([CH3:3])[CH3:2])([CH3:8])[CH3:7]. The catalyst class is: 9.